From a dataset of NCI-60 drug combinations with 297,098 pairs across 59 cell lines. Regression. Given two drug SMILES strings and cell line genomic features, predict the synergy score measuring deviation from expected non-interaction effect. (1) Drug 1: COC1=NC(=NC2=C1N=CN2C3C(C(C(O3)CO)O)O)N. Cell line: HL-60(TB). Synergy scores: CSS=5.00, Synergy_ZIP=1.78, Synergy_Bliss=3.88, Synergy_Loewe=-0.265, Synergy_HSA=-0.265. Drug 2: C(CN)CNCCSP(=O)(O)O. (2) Drug 1: CC1=C2C(C(=O)C3(C(CC4C(C3C(C(C2(C)C)(CC1OC(=O)C(C(C5=CC=CC=C5)NC(=O)OC(C)(C)C)O)O)OC(=O)C6=CC=CC=C6)(CO4)OC(=O)C)OC)C)OC. Drug 2: C1=CC=C(C(=C1)C(C2=CC=C(C=C2)Cl)C(Cl)Cl)Cl. Cell line: HCT-15. Synergy scores: CSS=71.7, Synergy_ZIP=3.81, Synergy_Bliss=1.99, Synergy_Loewe=-60.6, Synergy_HSA=3.21. (3) Drug 1: COC1=CC(=CC(=C1O)OC)C2C3C(COC3=O)C(C4=CC5=C(C=C24)OCO5)OC6C(C(C7C(O6)COC(O7)C8=CC=CS8)O)O. Drug 2: C1CC(=O)NC(=O)C1N2C(=O)C3=CC=CC=C3C2=O. Cell line: BT-549. Synergy scores: CSS=33.4, Synergy_ZIP=4.28, Synergy_Bliss=-0.746, Synergy_Loewe=-26.7, Synergy_HSA=-0.362. (4) Drug 1: CCN(CC)CCNC(=O)C1=C(NC(=C1C)C=C2C3=C(C=CC(=C3)F)NC2=O)C. Drug 2: C1CN1C2=NC(=NC(=N2)N3CC3)N4CC4. Cell line: CAKI-1. Synergy scores: CSS=59.0, Synergy_ZIP=1.72, Synergy_Bliss=2.98, Synergy_Loewe=4.02, Synergy_HSA=6.89. (5) Drug 1: C1CN1C2=NC(=NC(=N2)N3CC3)N4CC4. Drug 2: C1CCC(CC1)NC(=O)N(CCCl)N=O. Cell line: 786-0. Synergy scores: CSS=46.3, Synergy_ZIP=-6.64, Synergy_Bliss=-2.39, Synergy_Loewe=-15.1, Synergy_HSA=0.518. (6) Drug 1: C1=CC(=CC=C1C#N)C(C2=CC=C(C=C2)C#N)N3C=NC=N3. Drug 2: CC(C)CN1C=NC2=C1C3=CC=CC=C3N=C2N. Cell line: KM12. Synergy scores: CSS=-6.79, Synergy_ZIP=5.48, Synergy_Bliss=1.99, Synergy_Loewe=-4.39, Synergy_HSA=-5.82. (7) Drug 1: C1=C(C(=O)NC(=O)N1)N(CCCl)CCCl. Drug 2: C1=CC=C(C(=C1)C(C2=CC=C(C=C2)Cl)C(Cl)Cl)Cl. Cell line: SK-MEL-5. Synergy scores: CSS=16.6, Synergy_ZIP=-5.33, Synergy_Bliss=-4.00, Synergy_Loewe=-9.87, Synergy_HSA=-3.98.